Dataset: Full USPTO retrosynthesis dataset with 1.9M reactions from patents (1976-2016). Task: Predict the reactants needed to synthesize the given product. (1) Given the product [F:1][C:2]1[CH:3]=[C:4]([CH:43]=[C:44]([F:57])[C:45]=1[OH:46])[CH2:5][CH:6]([CH:16]=[CH:17][C:18]1[CH:23]=[C:22]([F:24])[CH:21]=[CH:20][C:19]=1[O:25][CH2:26][C:27]1[CH:32]=[CH:31][C:30]([C:33]2[CH:34]=[CH:35][C:36]([C:39]([F:41])([F:42])[F:40])=[CH:37][CH:38]=2)=[CH:29][CH:28]=1)[CH2:7][CH2:8][CH2:9][CH2:10][C:11]([O:13][CH2:14][CH3:15])=[O:12], predict the reactants needed to synthesize it. The reactants are: [F:1][C:2]1[CH:3]=[C:4]([CH:43]=[C:44]([F:57])[C:45]=1[O:46][Si](C(C)C)(C(C)C)C(C)C)[CH2:5][CH:6]([CH:16]=[CH:17][C:18]1[CH:23]=[C:22]([F:24])[CH:21]=[CH:20][C:19]=1[O:25][CH2:26][C:27]1[CH:32]=[CH:31][C:30]([C:33]2[CH:38]=[CH:37][C:36]([C:39]([F:42])([F:41])[F:40])=[CH:35][CH:34]=2)=[CH:29][CH:28]=1)[CH2:7][CH2:8][CH2:9][CH2:10][C:11]([O:13][CH2:14][CH3:15])=[O:12].[F-].C([N+](CCCC)(CCCC)CCCC)CCC. (2) Given the product [Br:1][C:2]1[CH:3]=[C:4]([O:8][S:23]([N:17]2[CH2:22][CH2:21][O:20][CH2:19][CH2:18]2)(=[O:25])=[O:24])[CH:5]=[N:6][CH:7]=1, predict the reactants needed to synthesize it. The reactants are: [Br:1][C:2]1[CH:3]=[C:4]([OH:8])[CH:5]=[N:6][CH:7]=1.P([O-])([O-])([O-])=O.[K+].[K+].[K+].[N:17]1([S:23](Cl)(=[O:25])=[O:24])[CH2:22][CH2:21][O:20][CH2:19][CH2:18]1.C([O-])(O)=O.[Na+]. (3) Given the product [ClH:61].[ClH:61].[CH3:23][O:22][C:20]1[CH:19]=[CH:18][C:13]2[N:14]=[CH:15][C:16](=[O:17])[N:11]([CH2:10][CH2:9][N:5]3[CH2:6][CH2:7][CH2:8][C@@H:3]([CH2:2][NH:1][CH2:34][C:31]4[NH:30][C:29]5=[N:36][C:25](=[O:24])[CH2:26][CH2:27][C:28]5=[CH:33][N:32]=4)[CH2:4]3)[C:12]=2[N:21]=1, predict the reactants needed to synthesize it. The reactants are: [NH2:1][CH2:2][C@@H:3]1[CH2:8][CH2:7][CH2:6][N:5]([CH2:9][CH2:10][N:11]2[C:16](=[O:17])[CH:15]=[N:14][C:13]3[CH:18]=[CH:19][C:20]([O:22][CH3:23])=[N:21][C:12]2=3)[CH2:4]1.[O:24]=[C:25]1[NH:36][C:29]2[N:30]=[C:31]([CH:34]=O)[N:32]=[CH:33][C:28]=2[CH2:27][CH2:26]1.[O-]S([O-])(=O)=O.[Na+].[Na+].[BH-](OC(C)=O)(OC(C)=O)OC(C)=O.[Na+].CO.C(Cl)[Cl:61].